Dataset: Forward reaction prediction with 1.9M reactions from USPTO patents (1976-2016). Task: Predict the product of the given reaction. (1) The product is: [C:33]([OH:39])([C:35]([F:38])([F:37])[F:36])=[O:34].[NH2:5][CH2:9][CH:10]([NH:18][C:19]([C:21]1[S:22][C:23]([C:26]2[N:30]([CH2:31][CH3:32])[N:29]=[CH:28][CH:27]=2)=[CH:24][CH:25]=1)=[O:20])[CH2:11][C:12]1[CH:17]=[CH:16][CH:15]=[CH:14][CH:13]=1. Given the reactants CC([N:5]([CH2:9][CH:10]([NH:18][C:19]([C:21]1[S:22][C:23]([C:26]2[N:30]([CH2:31][CH3:32])[N:29]=[CH:28][CH:27]=2)=[CH:24][CH:25]=1)=[O:20])[CH2:11][C:12]1[CH:17]=[CH:16][CH:15]=[CH:14][CH:13]=1)C(=O)[O-])(C)C.[C:33]([OH:39])([C:35]([F:38])([F:37])[F:36])=[O:34], predict the reaction product. (2) Given the reactants [Cl:1][C:2]1[CH:3]=[C:4]([CH:9]2[O:15][CH2:14][CH2:13][N:12]([C:16]([O:18][C:19]([CH3:22])([CH3:21])[CH3:20])=[O:17])[CH2:11][CH:10]2[CH2:23]OS(C)(=O)=O)[CH:5]=[CH:6][C:7]=1[Cl:8].[CH3:29][S-:30].[Na+], predict the reaction product. The product is: [Cl:1][C:2]1[CH:3]=[C:4]([CH:9]2[O:15][CH2:14][CH2:13][N:12]([C:16]([O:18][C:19]([CH3:20])([CH3:22])[CH3:21])=[O:17])[CH2:11][CH:10]2[CH2:23][S:30][CH3:29])[CH:5]=[CH:6][C:7]=1[Cl:8]. (3) Given the reactants [CH2:1]([O:3][C:4](=[O:12])[C:5]1[CH:10]=[CH:9][CH:8]=[N:7][C:6]=1Cl)[CH3:2].Cl.[CH2:14]([O:21][NH2:22])[C:15]1[CH:20]=[CH:19][CH:18]=[CH:17][CH:16]=1.C(N(CC)C(C)C)(C)C, predict the reaction product. The product is: [CH2:14]([O:21][NH:22][C:6]1[N:7]=[CH:8][CH:9]=[CH:10][C:5]=1[C:4]([O:3][CH2:1][CH3:2])=[O:12])[C:15]1[CH:20]=[CH:19][CH:18]=[CH:17][CH:16]=1. (4) Given the reactants C([O:8][NH:9][C:10](=[O:37])[C@H:11]([CH2:30][C:31]1[CH:36]=[CH:35][CH:34]=[CH:33][CH:32]=1)[NH:12][C:13](=[O:29])[C@@H:14]1[CH2:18][CH2:17][CH2:16][N:15]1[S:19]([C:22]1[CH:27]=[CH:26][C:25]([CH3:28])=[CH:24][CH:23]=1)(=[O:21])=[O:20])C1C=CC=CC=1, predict the reaction product. The product is: [OH:8][NH:9][C:10](=[O:37])[C@H:11]([CH2:30][C:31]1[CH:36]=[CH:35][CH:34]=[CH:33][CH:32]=1)[NH:12][C:13](=[O:29])[C@@H:14]1[CH2:18][CH2:17][CH2:16][N:15]1[S:19]([C:22]1[CH:27]=[CH:26][C:25]([CH3:28])=[CH:24][CH:23]=1)(=[O:21])=[O:20].